Dataset: Forward reaction prediction with 1.9M reactions from USPTO patents (1976-2016). Task: Predict the product of the given reaction. Given the reactants [CH3:1][N:2]1[CH2:7][CH2:6][NH:5][CH2:4][CH2:3]1.Cl[C:9]1[N:14]=[C:13]([CH3:15])[C:12]([CH:16]([CH2:21][CH2:22][CH3:23])[C:17]([O:19][CH3:20])=[O:18])=[C:11]([C:24]2[CH:29]=[CH:28][C:27]([CH3:30])=[CH:26][CH:25]=2)[N:10]=1, predict the reaction product. The product is: [CH3:15][C:13]1[C:12]([CH:16]([CH2:21][CH2:22][CH3:23])[C:17]([O:19][CH3:20])=[O:18])=[C:11]([C:24]2[CH:29]=[CH:28][C:27]([CH3:30])=[CH:26][CH:25]=2)[N:10]=[C:9]([N:5]2[CH2:6][CH2:7][N:2]([CH3:1])[CH2:3][CH2:4]2)[N:14]=1.